From a dataset of Reaction yield outcomes from USPTO patents with 853,638 reactions. Predict the reaction yield, written as a fraction of the theoretical maximum amount of product (1.0 means a 100% yield; for example, 0.34 means a 34% yield). (1) The reactants are [NH2:1][C:2]1[O:6][N:5]=[C:4]([C:7]2[CH:12]=[CH:11][CH:10]=[CH:9][C:8]=2[F:13])[C:3]=1[C:14]([OH:16])=O.Cl.C(N=C=NCCCN(C)C)C.[CH3:29][O:30][C:31]1[CH:32]=[C:33]([N:37]2[CH2:42][CH2:41][NH:40][CH2:39][CH2:38]2)[CH:34]=[CH:35][CH:36]=1. The catalyst is ClCCl. The product is [NH2:1][C:2]1[O:6][N:5]=[C:4]([C:7]2[CH:12]=[CH:11][CH:10]=[CH:9][C:8]=2[F:13])[C:3]=1[C:14]([N:40]1[CH2:39][CH2:38][N:37]([C:33]2[CH:34]=[CH:35][CH:36]=[C:31]([O:30][CH3:29])[CH:32]=2)[CH2:42][CH2:41]1)=[O:16]. The yield is 0.770. (2) The reactants are Cl[C:2]1[N:10]=[C:9]([F:11])[N:8]=[C:7]2[C:3]=1[N:4]=[CH:5][NH:6]2.Cl.[CH3:13][O:14][C:15]1[C:19]([NH2:20])=[CH:18][N:17]([CH3:21])[N:16]=1.C(N(CC)C(C)C)(C)C. The catalyst is CS(C)=O. The product is [F:11][C:9]1[N:8]=[C:7]2[C:3]([N:4]=[CH:5][NH:6]2)=[C:2]([NH:20][C:19]2[C:15]([O:14][CH3:13])=[N:16][N:17]([CH3:21])[CH:18]=2)[N:10]=1. The yield is 0.870.